The task is: Regression. Given two drug SMILES strings and cell line genomic features, predict the synergy score measuring deviation from expected non-interaction effect.. This data is from NCI-60 drug combinations with 297,098 pairs across 59 cell lines. Drug 1: CC12CCC3C(C1CCC2=O)CC(=C)C4=CC(=O)C=CC34C. Drug 2: CN(C)C1=NC(=NC(=N1)N(C)C)N(C)C. Cell line: RXF 393. Synergy scores: CSS=50.7, Synergy_ZIP=0.947, Synergy_Bliss=2.32, Synergy_Loewe=-37.0, Synergy_HSA=0.131.